Dataset: Catalyst prediction with 721,799 reactions and 888 catalyst types from USPTO. Task: Predict which catalyst facilitates the given reaction. (1) Reactant: [F:1][C:2]([F:23])([F:22])[C:3]([N:5]1[CH2:10][CH2:9][N:8]([S:11]([C:14]2[CH:19]=[C:18]([F:20])[CH:17]=[CH:16][C:15]=2[CH3:21])(=[O:13])=[O:12])[CH2:7][CH2:6]1)=[O:4].CC(N=NC(C#N)(C)C)(C#N)C.C1C(=O)N([Br:43])C(=O)C1. Product: [Br:43][CH2:21][C:15]1[CH:16]=[CH:17][C:18]([F:20])=[CH:19][C:14]=1[S:11]([N:8]1[CH2:7][CH2:6][N:5]([C:3](=[O:4])[C:2]([F:1])([F:22])[F:23])[CH2:10][CH2:9]1)(=[O:12])=[O:13]. The catalyst class is: 53. (2) Reactant: [CH:1]([O:4][C:5]1[CH:14]=[C:13]([C:15]([F:18])([F:17])[F:16])[C:12]2[C:7](=[CH:8][C:9]([OH:25])=[C:10]([NH:19][CH2:20][C:21]([F:24])([F:23])[F:22])[CH:11]=2)[N:6]=1)([CH3:3])[CH3:2].C([O-])([O-])=O.[K+].[K+].Br[CH2:33][C:34](OCC)=[O:35]. Product: [CH:1]([O:4][C:5]1[CH:14]=[C:13]([C:15]([F:18])([F:17])[F:16])[C:12]2[CH:11]=[C:10]3[N:19]([CH2:20][C:21]([F:22])([F:23])[F:24])[C:34](=[O:35])[CH2:33][O:25][C:9]3=[CH:8][C:7]=2[N:6]=1)([CH3:3])[CH3:2]. The catalyst class is: 3. (3) Reactant: [CH3:1][O:2][C:3]1[CH:4]=[C:5]2[C:10](=[CH:11][C:12]=1[O:13][CH3:14])[N:9]=[CH:8][CH:7]=[C:6]2[O:15][C:16]1[CH:22]=[CH:21][C:19]([NH2:20])=[CH:18][CH:17]=1.Cl[C:24](Cl)([O:26][C:27](=[O:33])OC(Cl)(Cl)Cl)Cl.[N:35]1([CH2:41]CO)[CH2:40][CH2:39][CH2:38][CH2:37][CH2:36]1.C(=O)(O)[O-].[Na+]. Product: [CH3:1][O:2][C:3]1[CH:4]=[C:5]2[C:10](=[CH:11][C:12]=1[O:13][CH3:14])[N:9]=[CH:8][CH:7]=[C:6]2[O:15][C:16]1[CH:22]=[CH:21][C:19]([NH:20][C:27](=[O:33])[O:26][CH2:24][CH2:41][N:35]2[CH2:40][CH2:39][CH2:38][CH2:37][CH2:36]2)=[CH:18][CH:17]=1. The catalyst class is: 208. (4) Reactant: [C:1]1(/[CH:7]=[N:8]/[C:9]2[NH:10][CH:11]=[CH:12][N:13]=2)[CH:6]=[CH:5][CH:4]=[CH:3][CH:2]=1.[CH3:14][C:15]([O-])(C)[CH3:16].[K+].ICCC. Product: [C:1]1(/[CH:7]=[N:8]/[C:9]2[N:13]([CH2:14][CH2:15][CH3:16])[CH:12]=[CH:11][N:10]=2)[CH:2]=[CH:3][CH:4]=[CH:5][CH:6]=1. The catalyst class is: 18. (5) Reactant: [C:1]([O:5][C:6]([NH:8][CH2:9][C@H:10]1[CH2:15][CH2:14][C@H:13]([C:16]([NH:18][C@@H:19]([CH2:23][C:24]2[CH:29]=[CH:28][C:27]([C:30]3[CH:35]=[CH:34][C:33]([C:36](=[O:51])[NH:37][CH:38]4[CH2:43][CH2:42][N:41]([C:44]([O:46][C:47]([CH3:50])([CH3:49])[CH3:48])=[O:45])[CH2:40][CH2:39]4)=[CH:32][C:31]=3[CH3:52])=[CH:26][CH:25]=2)[C:20](O)=[O:21])=[O:17])[CH2:12][CH2:11]1)=[O:7])([CH3:4])([CH3:3])[CH3:2].[NH2:53][C:54]1[CH:59]=[CH:58][C:57]([C:60]2[NH:64][N:63]=[C:62]([C:65]([F:73])([F:72])[C:66]([F:71])([F:70])[C:67]([NH2:69])=[O:68])[N:61]=2)=[CH:56][CH:55]=1.C(P1(=O)OP(=O)(CCC)OP(=O)(CCC)O1)CC. Product: [NH2:69][C:67](=[O:68])[C:66]([F:70])([F:71])[C:65]([C:62]1[N:61]=[C:60]([C:57]2[CH:58]=[CH:59][C:54]([NH:53][C:20](=[O:21])[C@@H:19]([NH:18][C:16]([C@H:13]3[CH2:14][CH2:15][C@H:10]([CH2:9][NH:8][C:6]([O:5][C:1]([CH3:3])([CH3:2])[CH3:4])=[O:7])[CH2:11][CH2:12]3)=[O:17])[CH2:23][C:24]3[CH:29]=[CH:28][C:27]([C:30]4[CH:35]=[CH:34][C:33]([C:36]([NH:37][CH:38]5[CH2:39][CH2:40][N:41]([C:44]([O:46][C:47]([CH3:48])([CH3:49])[CH3:50])=[O:45])[CH2:42][CH2:43]5)=[O:51])=[CH:32][C:31]=4[CH3:52])=[CH:26][CH:25]=3)=[CH:55][CH:56]=2)[NH:64][N:63]=1)([F:73])[F:72]. The catalyst class is: 17. (6) Reactant: [CH3:1][O:2][C:3]1[CH:11]=[C:10]2[C:6]([CH2:7][N:8]([CH2:13][C@H:14]3[CH2:19][CH2:18][C@H:17]([C:20]([OH:22])=O)[CH2:16][CH2:15]3)[C:9]2=[O:12])=[CH:5][CH:4]=1.Cl.[CH3:24][NH:25][O:26][CH3:27].C1C=CC2N(O)N=NC=2C=1.CCN=C=NCCCN(C)C. Product: [CH3:27][O:26][N:25]([CH3:24])[C:20]([C@H:17]1[CH2:16][CH2:15][C@H:14]([CH2:13][N:8]2[CH2:7][C:6]3[C:10](=[CH:11][C:3]([O:2][CH3:1])=[CH:4][CH:5]=3)[C:9]2=[O:12])[CH2:19][CH2:18]1)=[O:22]. The catalyst class is: 2. (7) Reactant: [F:1][C@H:2]([C:4]1[S:8][C:7]2=[N:9][C:10]([C:12]3[O:13][C:14]4[CH:20]=[C:19]([O:21][CH3:22])[CH:18]=[C:17]([O:23][CH2:24][C:25]5[N:30]=[C:29]([C:31]6(O)[CH2:36][CH2:35][O:34][CH2:33][CH2:32]6)[CH:28]=[CH:27][CH:26]=5)[C:15]=4[CH:16]=3)=[CH:11][N:6]2[N:5]=1)[CH3:3].CCN(S(F)(F)[F:44])CC.CCOC(C)=O.CCCCCC. Product: [F:1][C@H:2]([C:4]1[S:8][C:7]2=[N:9][C:10]([C:12]3[O:13][C:14]4[CH:20]=[C:19]([O:21][CH3:22])[CH:18]=[C:17]([O:23][CH2:24][C:25]5[CH:26]=[CH:27][CH:28]=[C:29]([C:31]6([F:44])[CH2:36][CH2:35][O:34][CH2:33][CH2:32]6)[N:30]=5)[C:15]=4[CH:16]=3)=[CH:11][N:6]2[N:5]=1)[CH3:3]. The catalyst class is: 2.